Task: Predict the reactants needed to synthesize the given product.. Dataset: Retrosynthesis with 50K atom-mapped reactions and 10 reaction types from USPTO The reactants are: CCOC(=O)CC1CCN(c2ccccc2N)CC1.O=C(Cl)c1cccc(Cl)c1. Given the product CCOC(=O)CC1CCN(c2ccccc2NC(=O)c2cccc(Cl)c2)CC1, predict the reactants needed to synthesize it.